From a dataset of Reaction yield outcomes from USPTO patents with 853,638 reactions. Predict the reaction yield, written as a fraction of the theoretical maximum amount of product (1.0 means a 100% yield; for example, 0.34 means a 34% yield). (1) The reactants are [F:1][C:2]1[CH:3]=[C:4]([CH:16]=[CH:17][CH:18]=1)[NH:5][CH2:6]N1C2C=CC=CC=2N=N1.[BH4-].[Na+].Cl.[OH-].[Na+]. The catalyst is O1CCCC1. The product is [F:1][C:2]1[CH:3]=[C:4]([CH:16]=[CH:17][CH:18]=1)[NH:5][CH3:6]. The yield is 0.970. (2) The reactants are [N+:1]([C:4]1[CH:12]=[CH:11][CH:10]=[C:9]2[C:5]=1[CH:6]=[N:7][NH:8]2)([O-:3])=[O:2].[H-].[Na+].[CH3:15]I. The catalyst is CN(C=O)C. The product is [CH3:15][N:8]1[C:9]2[C:5](=[C:4]([N+:1]([O-:3])=[O:2])[CH:12]=[CH:11][CH:10]=2)[CH:6]=[N:7]1. The yield is 0.820.